Dataset: Reaction yield outcomes from USPTO patents with 853,638 reactions. Task: Predict the reaction yield, written as a fraction of the theoretical maximum amount of product (1.0 means a 100% yield; for example, 0.34 means a 34% yield). (1) The reactants are C([N:8]1[CH2:13][CH2:12][C:11]([C:15]2[CH:20]=[CH:19][CH:18]=[CH:17][C:16]=2[Cl:21])([CH3:14])[CH2:10][CH2:9]1)C1C=CC=CC=1.ClC(OC(Cl)C)=O. The catalyst is ClCCCl. The product is [Cl:21][C:16]1[CH:17]=[CH:18][CH:19]=[CH:20][C:15]=1[C:11]1([CH3:14])[CH2:10][CH2:9][NH:8][CH2:13][CH2:12]1. The yield is 0.720. (2) The reactants are [F:1][C:2]1[CH:11]=[C:10]([CH3:12])[C:9]([F:13])=[CH:8][C:3]=1[C:4]([O:6][CH3:7])=[O:5].[Br:14]N1C(=O)CCC1=O. The catalyst is C(Cl)(Cl)(Cl)Cl.C(OOC(=O)C1C=CC=CC=1)(=O)C1C=CC=CC=1. The product is [Br:14][CH2:12][C:10]1[C:9]([F:13])=[CH:8][C:3]([C:4]([O:6][CH3:7])=[O:5])=[C:2]([F:1])[CH:11]=1. The yield is 0.360. (3) The reactants are [P:1]([O:35]CC1C=CC=CC=1)([O:27]CC1C=CC=CC=1)([O:3][C:4]1[C:9]2[CH2:10][O:11][CH2:12][C:13]3[CH:18]=[C:17]([O:19][CH3:20])[C:16]([O:21][CH3:22])=[C:15]([O:23][CH3:24])[C:14]=3[C:8]=2[CH:7]=[CH:6][C:5]=1[O:25][CH3:26])=[O:2]. The catalyst is CO.[Pd]. The product is [P:1]([OH:35])([OH:27])([O:3][C:4]1[C:9]2[CH2:10][O:11][CH2:12][C:13]3[CH:18]=[C:17]([O:19][CH3:20])[C:16]([O:21][CH3:22])=[C:15]([O:23][CH3:24])[C:14]=3[C:8]=2[CH:7]=[CH:6][C:5]=1[O:25][CH3:26])=[O:2]. The yield is 0.970. (4) The reactants are Cl.[NH2:2][C:3]1[N:8]=[CH:7][C:6](/[CH:9]=[CH:10]/[C:11]([OH:13])=O)=[CH:5][C:4]=1[CH2:14][N:15]1[CH2:20][CH2:19][CH2:18][CH2:17][CH2:16]1.Cl.[CH3:22][N:23]1[CH2:29][C:28]2[CH:30]=[C:31](/[CH:34]=[CH:35]/[C:36](O)=O)C=N[C:27]=2[NH:26][C:25](=O)[CH2:24]1.CNCC1N(C)C2C(C=1)=CC=CC=2.CNCC1C=CC2C(=CC=CC=2)C=1CCC. No catalyst specified. The product is [NH2:2][C:3]1[N:8]=[CH:7][C:6](/[CH:9]=[CH:10]/[C:11]([N:26]([CH3:27])[CH2:25][C:24]2[N:23]([CH3:22])[C:29]3[C:35]([CH:36]=2)=[CH:34][CH:31]=[CH:30][CH:28]=3)=[O:13])=[CH:5][C:4]=1[CH2:14][N:15]1[CH2:20][CH2:19][CH2:18][CH2:17][CH2:16]1. The yield is 0.540. (5) The reactants are [Cl:1][C:2]1[CH:3]=[C:4]([CH3:33])[C:5]([CH2:8][N:9]([CH2:16][C:17]2[C:22]([C:23]([C:26]3[CH:31]=[CH:30][C:29]([F:32])=[CH:28][CH:27]=3)([CH3:25])[CH3:24])=[CH:21][CH:20]=[CH:19][N:18]=2)[CH:10]2[CH2:15][CH2:14][NH:13][CH2:12][CH2:11]2)=[N:6][CH:7]=1.[O:34]([C:41]([NH:43][OH:44])=O)C1C=CC=CC=1. The catalyst is C1COCC1. The product is [OH:44][NH:43][C:41]([N:13]1[CH2:14][CH2:15][CH:10]([N:9]([CH2:8][C:5]2[C:4]([CH3:33])=[CH:3][C:2]([Cl:1])=[CH:7][N:6]=2)[CH2:16][C:17]2[C:22]([C:23]([C:26]3[CH:31]=[CH:30][C:29]([F:32])=[CH:28][CH:27]=3)([CH3:25])[CH3:24])=[CH:21][CH:20]=[CH:19][N:18]=2)[CH2:11][CH2:12]1)=[O:34]. The yield is 0.450. (6) The reactants are [NH2:1][C@@H:2]([C:4]1[CH:9]=[CH:8][C:7]([NH:10][S:11]([CH3:14])(=[O:13])=[O:12])=[C:6]([CH3:15])[CH:5]=1)[CH3:3].[N:16]1([C:21]2[CH:22]=[C:23]3[C:28](=[CH:29][CH:30]=2)[CH:27]=[C:26]([C:31](O)=[O:32])[CH:25]=[CH:24]3)[CH2:20][CH2:19][CH2:18][CH2:17]1.Cl.CN(C)CCCN=C=NCC.O.ON1C2C=CC=CC=2N=N1.C(N(CC)C(C)C)(C)C.C([O-])(O)=O.[Na+]. The catalyst is CN(C=O)C.CN(C)C1C=CN=CC=1. The product is [CH3:14][S:11]([NH:10][C:7]1[CH:8]=[CH:9][C:4]([C@H:2]([NH:1][C:31]([C:26]2[CH:25]=[CH:24][C:23]3[C:28](=[CH:29][CH:30]=[C:21]([N:16]4[CH2:20][CH2:19][CH2:18][CH2:17]4)[CH:22]=3)[CH:27]=2)=[O:32])[CH3:3])=[CH:5][C:6]=1[CH3:15])(=[O:13])=[O:12]. The yield is 0.400. (7) The reactants are CCN(C(C)C)C(C)C.[F:10][C:11]1[CH:12]=[C:13]([C:17]2[N:22]=[C:21]([CH3:23])[C:20]([C:24]([OH:26])=O)=[CH:19][N:18]=2)[CH:14]=[CH:15][CH:16]=1.[N+:27]([C:30]1[CH:31]=[C:32]2[C:36](=[CH:37][CH:38]=1)[N:35]([NH2:39])[CH:34]=[CH:33]2)([O-:29])=[O:28].CN(C(SC1[N+]([O-])=CC=CC=1)=[N+](C)C)C.F[P-](F)(F)(F)(F)F. The catalyst is CN(C=O)C. The product is [N+:27]([C:30]1[CH:31]=[C:32]2[C:36](=[CH:37][CH:38]=1)[N:35]([NH:39][C:24]([C:20]1[C:21]([CH3:23])=[N:22][C:17]([C:13]3[CH:14]=[CH:15][CH:16]=[C:11]([F:10])[CH:12]=3)=[N:18][CH:19]=1)=[O:26])[CH:34]=[CH:33]2)([O-:29])=[O:28]. The yield is 0.440. (8) The reactants are [Cl:1][C:2]1[C:3]([O:12][C:13]2[CH:18]=[C:17]([O:19][CH2:20][CH2:21][O:22][CH3:23])[CH:16]=[CH:15][C:14]=2[CH2:24][CH2:25][CH2:26][NH2:27])=[N:4][CH:5]=[C:6]([C:8]([F:11])([F:10])[F:9])[CH:7]=1.N1C=CC=CC=1.Cl[C:35]1[CH:40]=[CH:39][CH:38]=[CH:37][C:36]=1[S:41](Cl)(=[O:43])=[O:42].[ClH:45]. The catalyst is C(OCC)(=O)C. The product is [Cl:45][C:39]1[CH:38]=[CH:37][C:36]([S:41]([NH:27][CH2:26][CH2:25][CH2:24][C:14]2[CH:15]=[CH:16][C:17]([O:19][CH2:20][CH2:21][O:22][CH3:23])=[CH:18][C:13]=2[O:12][C:3]2[C:2]([Cl:1])=[CH:7][C:6]([C:8]([F:9])([F:11])[F:10])=[CH:5][N:4]=2)(=[O:43])=[O:42])=[CH:35][CH:40]=1. The yield is 0.430. (9) The reactants are [CH:1]([C:3]1[CH:8]=[CH:7][C:6]([C@@H:9]2[O:14][CH2:13][CH2:12][N:11]([C:15]([O:17][C:18]([CH3:21])([CH3:20])[CH3:19])=[O:16])[CH2:10]2)=[CH:5][CH:4]=1)=O.[C:22](=O)([O-])[O-].[K+].[K+].[N+](=C(P(=O)(OC)OC)C(=O)C)=[N-].C(=O)(O)[O-].[Na+]. The catalyst is CO.C(OCC)(=O)C. The product is [C:1]([C:3]1[CH:8]=[CH:7][C:6]([C@@H:9]2[O:14][CH2:13][CH2:12][N:11]([C:15]([O:17][C:18]([CH3:21])([CH3:20])[CH3:19])=[O:16])[CH2:10]2)=[CH:5][CH:4]=1)#[CH:22]. The yield is 0.870.